Regression. Given two drug SMILES strings and cell line genomic features, predict the synergy score measuring deviation from expected non-interaction effect. From a dataset of NCI-60 drug combinations with 297,098 pairs across 59 cell lines. Drug 1: CN1CCC(CC1)COC2=C(C=C3C(=C2)N=CN=C3NC4=C(C=C(C=C4)Br)F)OC. Drug 2: C1=NC2=C(N1)C(=S)N=C(N2)N. Cell line: CAKI-1. Synergy scores: CSS=65.8, Synergy_ZIP=-5.38, Synergy_Bliss=0.746, Synergy_Loewe=2.28, Synergy_HSA=6.53.